From a dataset of Full USPTO retrosynthesis dataset with 1.9M reactions from patents (1976-2016). Predict the reactants needed to synthesize the given product. (1) Given the product [C:1]([C:5]1[CH:23]=[C:8]2[N:9]=[C:10]([CH3:22])[C:11]([CH2:14][C:15]([O:17][CH3:18])=[O:16])=[C:12]([C:29]3[C:30]4[C:35]5[C:26]([CH2:25][CH2:24][C:34]=5[CH:33]=[CH:32][CH:31]=4)=[CH:27][CH:28]=3)[N:7]2[N:6]=1)([CH3:3])([CH3:2])[CH3:4], predict the reactants needed to synthesize it. The reactants are: [C:1]([C:5]1[CH:23]=[C:8]2[N:9]=[C:10]([CH3:22])[C:11]([CH:14](CCC)[C:15]([O:17][CH3:18])=[O:16])=[C:12](Cl)[N:7]2[N:6]=1)([CH3:4])([CH3:3])[CH3:2].[CH2:24]1[C:34]2=[C:35]3[C:30](=[CH:31][CH:32]=[CH:33]2)[C:29](B2OC(C)(C)C(C)(C)O2)=[CH:28][CH:27]=[C:26]3[CH2:25]1.C(N(C(C)C)CC)(C)C.C(OCC)(=O)C. (2) Given the product [CH3:1][S:2]([C:5]1[CH:6]=[CH:7][C:8]([C@@H:11]([OH:21])[C@H:12]([NH:15][C:16]([CH:18]([Cl:20])[Cl:19])=[O:17])[CH2:13][F:14])=[CH:9][CH:10]=1)(=[O:4])=[O:3].[C:11]([O-:21])(=[O:23])[CH2:8][CH2:7][CH2:6][CH2:5][CH3:10], predict the reactants needed to synthesize it. The reactants are: [CH3:1][S:2]([C:5]1[CH:6]=[CH:7][C:8]([C@@H:11]([OH:21])[C@H:12]([NH:15][C:16]([CH:18]([Cl:20])[Cl:19])=[O:17])[CH2:13][F:14])=[CH:9][CH:10]=1)(=[O:4])=[O:3].Cl(O)(=O)(=O)=[O:23]. (3) Given the product [Cl:1][C:2]1[CH:7]=[CH:6][C:5]([NH:8][C:9](=[O:10])[C:11]2[CH:12]=[CH:13][C:14]([C:15](=[NH:19])[NH:33][CH2:32][CH2:31][CH2:30][O:29][CH3:28])=[CH:20][CH:21]=2)=[CH:4][C:3]=1[C:22]1[CH:27]=[CH:26][CH:25]=[CH:24][N:23]=1, predict the reactants needed to synthesize it. The reactants are: [Cl:1][C:2]1[CH:7]=[CH:6][C:5]([NH:8][C:9]([C:11]2[CH:21]=[CH:20][C:14]([C:15](=[NH:19])OCC)=[CH:13][CH:12]=2)=[O:10])=[CH:4][C:3]=1[C:22]1[CH:27]=[CH:26][CH:25]=[CH:24][N:23]=1.[CH3:28][O:29][CH2:30][CH2:31][CH2:32][NH2:33].